The task is: Predict the product of the given reaction.. This data is from Forward reaction prediction with 1.9M reactions from USPTO patents (1976-2016). (1) Given the reactants [C:1]([OH:12])(=O)/[CH:2]=[CH:3]/[CH2:4][CH2:5][CH2:6][CH2:7][CH2:8][CH2:9][CH3:10].[CH2:13]([NH:15][CH2:16][CH2:17][CH2:18][CH2:19][CH2:20][CH2:21][CH3:22])[CH3:14], predict the reaction product. The product is: [CH2:13]([N:15]([CH2:16][CH2:17][CH2:18][CH2:19][CH2:20][CH2:21][CH3:22])[C:1](=[O:12])/[CH:2]=[CH:3]/[CH2:4][CH2:5][CH2:6][CH2:7][CH2:8][CH2:9][CH3:10])[CH3:14]. (2) Given the reactants [CH:1]([N:4]1[C:8]([C:9](=[O:11])[CH3:10])=[CH:7][N:6]=[C:5]1[CH2:12][O:13][CH3:14])([CH3:3])[CH3:2], predict the reaction product. The product is: [CH3:1][N:4]([CH3:8])[CH:5]=[CH:10][C:9]([C:8]1[N:4]([CH:1]([CH3:3])[CH3:2])[C:5]([CH2:12][O:13][CH3:14])=[N:6][CH:7]=1)=[O:11].